This data is from NCI-60 drug combinations with 297,098 pairs across 59 cell lines. The task is: Regression. Given two drug SMILES strings and cell line genomic features, predict the synergy score measuring deviation from expected non-interaction effect. (1) Drug 1: C1CCC(CC1)NC(=O)N(CCCl)N=O. Drug 2: CC1=C(C=C(C=C1)NC(=O)C2=CC=C(C=C2)CN3CCN(CC3)C)NC4=NC=CC(=N4)C5=CN=CC=C5. Cell line: DU-145. Synergy scores: CSS=7.65, Synergy_ZIP=0.601, Synergy_Bliss=4.39, Synergy_Loewe=-1.25, Synergy_HSA=-0.574. (2) Drug 1: COC1=NC(=NC2=C1N=CN2C3C(C(C(O3)CO)O)O)N. Drug 2: C1CN1C2=NC(=NC(=N2)N3CC3)N4CC4. Cell line: HCT116. Synergy scores: CSS=31.0, Synergy_ZIP=0.394, Synergy_Bliss=-4.31, Synergy_Loewe=-28.1, Synergy_HSA=-4.75.